This data is from Catalyst prediction with 721,799 reactions and 888 catalyst types from USPTO. The task is: Predict which catalyst facilitates the given reaction. (1) Reactant: F[C:2]1[N:7]=[CH:6][C:5]([C:8]2[C:17]3[C:12](=[CH:13][C:14]([O:20][CH3:21])=[C:15]([O:18][CH3:19])[CH:16]=3)[CH:11]=[CH:10][N:9]=2)=[CH:4][CH:3]=1.[CH3:22][CH:23]([NH2:25])[CH3:24].CS(C)=O.O. Product: [CH3:21][O:20][C:14]1[CH:13]=[C:12]2[C:17](=[CH:16][C:15]=1[O:18][CH3:19])[C:8]([C:5]1[CH:4]=[CH:3][C:2]([NH:25][CH:23]([CH3:24])[CH3:22])=[N:7][CH:6]=1)=[N:9][CH:10]=[CH:11]2. The catalyst class is: 25. (2) Reactant: S(=O)(=O)(O)O.[CH2:6]([O:13][C:14]([N:16]1[CH2:21][CH2:20][CH:19]([CH:22]([C:28]([OH:30])=[O:29])[CH2:23][S:24][C:25](=[O:27])[CH3:26])[CH2:18][CH2:17]1)=[O:15])[C:7]1[CH:12]=[CH:11][CH:10]=[CH:9][CH:8]=1.[CH3:31][C:32](=[CH2:34])[CH3:33]. Product: [CH2:6]([O:13][C:14]([N:16]1[CH2:21][CH2:20][CH:19]([CH:22]([C:28]([O:30][C:32]([CH3:34])([CH3:33])[CH3:31])=[O:29])[CH2:23][S:24][C:25](=[O:27])[CH3:26])[CH2:18][CH2:17]1)=[O:15])[C:7]1[CH:8]=[CH:9][CH:10]=[CH:11][CH:12]=1. The catalyst class is: 4.